From a dataset of hERG Central: cardiac toxicity at 1µM, 10µM, and general inhibition. Predict hERG channel inhibition at various concentrations. The compound is O=C(NCc1cccs1)c1cc(-c2ccccc2)nn1CC1CC(c2cccc([N+](=O)[O-])c2)=NO1. Results: hERG_inhib (hERG inhibition (general)): blocker.